From a dataset of NCI-60 drug combinations with 297,098 pairs across 59 cell lines. Regression. Given two drug SMILES strings and cell line genomic features, predict the synergy score measuring deviation from expected non-interaction effect. (1) Drug 1: CC1=C(C=C(C=C1)NC2=NC=CC(=N2)N(C)C3=CC4=NN(C(=C4C=C3)C)C)S(=O)(=O)N.Cl. Drug 2: CCN(CC)CCNC(=O)C1=C(NC(=C1C)C=C2C3=C(C=CC(=C3)F)NC2=O)C. Cell line: KM12. Synergy scores: CSS=43.8, Synergy_ZIP=1.59, Synergy_Bliss=6.35, Synergy_Loewe=-11.0, Synergy_HSA=8.10. (2) Drug 1: CN(C(=O)NC(C=O)C(C(C(CO)O)O)O)N=O. Drug 2: C(CCl)NC(=O)N(CCCl)N=O. Cell line: BT-549. Synergy scores: CSS=74.2, Synergy_ZIP=-2.49, Synergy_Bliss=-1.75, Synergy_Loewe=-8.10, Synergy_HSA=0.524. (3) Drug 1: C#CCC(CC1=CN=C2C(=N1)C(=NC(=N2)N)N)C3=CC=C(C=C3)C(=O)NC(CCC(=O)O)C(=O)O. Drug 2: CC1CCCC2(C(O2)CC(NC(=O)CC(C(C(=O)C(C1O)C)(C)C)O)C(=CC3=CSC(=N3)C)C)C. Cell line: SK-MEL-2. Synergy scores: CSS=54.8, Synergy_ZIP=4.74, Synergy_Bliss=2.48, Synergy_Loewe=8.57, Synergy_HSA=4.51. (4) Drug 1: CCN(CC)CCNC(=O)C1=C(NC(=C1C)C=C2C3=C(C=CC(=C3)F)NC2=O)C. Drug 2: C1CN(P(=O)(OC1)NCCCl)CCCl. Cell line: TK-10. Synergy scores: CSS=11.7, Synergy_ZIP=-4.32, Synergy_Bliss=-3.64, Synergy_Loewe=-1.50, Synergy_HSA=-1.45. (5) Drug 1: COC1=CC(=CC(=C1O)OC)C2C3C(COC3=O)C(C4=CC5=C(C=C24)OCO5)OC6C(C(C7C(O6)COC(O7)C8=CC=CS8)O)O. Drug 2: CS(=O)(=O)OCCCCOS(=O)(=O)C. Cell line: HCC-2998. Synergy scores: CSS=23.4, Synergy_ZIP=-6.41, Synergy_Bliss=-0.180, Synergy_Loewe=-27.9, Synergy_HSA=-1.52. (6) Drug 1: CS(=O)(=O)OCCCCOS(=O)(=O)C. Drug 2: N.N.Cl[Pt+2]Cl. Cell line: CCRF-CEM. Synergy scores: CSS=71.4, Synergy_ZIP=-3.14, Synergy_Bliss=-1.73, Synergy_Loewe=-1.76, Synergy_HSA=2.30. (7) Drug 1: COC1=CC(=CC(=C1O)OC)C2C3C(COC3=O)C(C4=CC5=C(C=C24)OCO5)OC6C(C(C7C(O6)COC(O7)C8=CC=CS8)O)O. Drug 2: C(CN)CNCCSP(=O)(O)O. Cell line: 786-0. Synergy scores: CSS=10.6, Synergy_ZIP=1.89, Synergy_Bliss=3.46, Synergy_Loewe=-37.2, Synergy_HSA=2.46.